This data is from Retrosynthesis with 50K atom-mapped reactions and 10 reaction types from USPTO. The task is: Predict the reactants needed to synthesize the given product. (1) Given the product CC(=O)Nc1nonc1NC(=O)c1ccc(S(C)(=O)=O)cc1Cl, predict the reactants needed to synthesize it. The reactants are: CC(=O)Nc1nonc1N.CS(=O)(=O)c1ccc(C(=O)O)c(Cl)c1. (2) Given the product O=C[C@@H]1CC2C=CC1CC2, predict the reactants needed to synthesize it. The reactants are: C1=CCCC=C1.C=CC=O. (3) Given the product COc1cc(CO)cc(Cl)c1OCc1ccccc1, predict the reactants needed to synthesize it. The reactants are: COc1cc(C(=O)OCc2ccccc2)cc(Cl)c1OCc1ccccc1. (4) Given the product CCCS(=O)(=O)[C@@]1(c2ccc(-c3ccccc3)cc2)C[C@H]2C(=O)N[C@]3(C(=O)NS(=O)(=O)C4CC4)C[C@H]3C=CCCCCC[C@H](NC(=O)OC(C)(C)C)C(=O)N2C1, predict the reactants needed to synthesize it. The reactants are: CCCS(=O)(=O)[C@@]1(c2ccc(-c3ccccc3)cc2)C[C@H]2C(=O)N[C@]3(C(=O)O)C[C@H]3C=CCCCCC[C@H](NC(=O)OC(C)(C)C)C(=O)N2C1.NS(=O)(=O)C1CC1. (5) Given the product CCC(=O)c1ccc(Cl)c2nc3n(c12)CCCN3c1c(C)nc(OC)nc1C, predict the reactants needed to synthesize it. The reactants are: CCC(O)c1ccc(Cl)c2nc3n(c12)CCCN3c1c(C)nc(OC)nc1C.